Dataset: NCI-60 drug combinations with 297,098 pairs across 59 cell lines. Task: Regression. Given two drug SMILES strings and cell line genomic features, predict the synergy score measuring deviation from expected non-interaction effect. Drug 1: CCCCCOC(=O)NC1=NC(=O)N(C=C1F)C2C(C(C(O2)C)O)O. Drug 2: C1=NNC2=C1C(=O)NC=N2. Cell line: M14. Synergy scores: CSS=-2.73, Synergy_ZIP=1.25, Synergy_Bliss=0.825, Synergy_Loewe=-3.28, Synergy_HSA=-2.14.